From a dataset of Forward reaction prediction with 1.9M reactions from USPTO patents (1976-2016). Predict the product of the given reaction. The product is: [C:8]([OH:10])(=[O:9])[CH2:6][CH2:4][CH3:3].[C:8]([OH:10])(=[O:9])[CH2:6][CH2:4][CH3:3].[C:3]([CH:4]([CH:6]([C:8]([O:10][CH2:11][CH3:12])=[O:9])[OH:7])[OH:5])([O:14][CH2:15][CH3:16])=[O:13]. Given the reactants [H-].[Na+].[C:3]([O:14][CH2:15][CH3:16])(=[O:13])[CH:4]([CH:6]([C:8]([O:10][CH2:11][CH3:12])=[O:9])[OH:7])[OH:5].[Cl-], predict the reaction product.